Dataset: Reaction yield outcomes from USPTO patents with 853,638 reactions. Task: Predict the reaction yield, written as a fraction of the theoretical maximum amount of product (1.0 means a 100% yield; for example, 0.34 means a 34% yield). (1) The reactants are [CH3:1][O:2][C:3]1[C:12]([N:13]([CH3:34])[C:14]([N:16]2[CH2:21][CH2:20][N:19]([C:22]3[CH:27]=[C:26]([N+:28]([O-])=O)[CH:25]=[C:24]([N+:31]([O-])=O)[CH:23]=3)[CH2:18][CH2:17]2)=[O:15])=[N:11][C:10]2[C:5](=[CH:6][CH:7]=[CH:8][CH:9]=2)[N:4]=1. The catalyst is C(O)C.[Pd]. The product is [CH3:1][O:2][C:3]1[C:12]([N:13]([CH3:34])[C:14]([N:16]2[CH2:21][CH2:20][N:19]([C:22]3[CH:27]=[C:26]([NH2:28])[CH:25]=[C:24]([NH2:31])[CH:23]=3)[CH2:18][CH2:17]2)=[O:15])=[N:11][C:10]2[C:5](=[CH:6][CH:7]=[CH:8][CH:9]=2)[N:4]=1. The yield is 0.445. (2) The reactants are Cl[C:2]1[N:7]=[C:6]([C:8]2[C:9]([N:28]([CH3:33])[S:29]([CH3:32])(=[O:31])=[O:30])=[CH:10][C:11]3[O:15][C:14]([C:16]4[CH:21]=[CH:20][C:19]([F:22])=[CH:18][CH:17]=4)=[C:13]([C:23]([NH:25][CH3:26])=[O:24])[C:12]=3[CH:27]=2)[CH:5]=[CH:4][C:3]=1[CH2:34]O.[F:36][C:37]1[CH:45]=[CH:44][CH:43]=[C:42]2[C:38]=1[CH:39]=[C:40](B1OC(C)(C)C(C)(C)O1)[NH:41]2.[C:55]([O-:58])([O-])=O.[Cs+].[Cs+]. The catalyst is O1CCOCC1.O.[Pd](Cl)Cl.C(P(C(C)(C)C)[C-]1C=CC=C1)(C)(C)C.[C-]1(P(C(C)(C)C)C(C)(C)C)C=CC=C1.[Fe+2]. The product is [F:36][C:37]1[CH:45]=[CH:44][CH:43]=[C:42]2[C:38]=1[CH:39]=[C:40]([C:2]1[N:7]=[C:6]([C:8]3[C:9]([N:28]([CH3:33])[S:29]([CH3:32])(=[O:30])=[O:31])=[CH:10][C:11]4[O:15][C:14]([C:16]5[CH:21]=[CH:20][C:19]([F:22])=[CH:18][CH:17]=5)=[C:13]([C:23]([NH:25][CH3:26])=[O:24])[C:12]=4[CH:27]=3)[CH:5]=[CH:4][C:3]=1[CH2:34][CH2:55][OH:58])[NH:41]2. The yield is 0.780.